This data is from Peptide-MHC class II binding affinity with 134,281 pairs from IEDB. The task is: Regression. Given a peptide amino acid sequence and an MHC pseudo amino acid sequence, predict their binding affinity value. This is MHC class II binding data. (1) The peptide sequence is VDDTQFVRFDSDAASQRME. The MHC is DRB1_0402 with pseudo-sequence DRB1_0402. The binding affinity (normalized) is 0.446. (2) The peptide sequence is FDPYGKTISATPESA. The MHC is HLA-DQA10301-DQB10302 with pseudo-sequence HLA-DQA10301-DQB10302. The binding affinity (normalized) is 0.511. (3) The peptide sequence is IKRIHEYKRQLMNIL. The MHC is DRB1_1302 with pseudo-sequence DRB1_1302. The binding affinity (normalized) is 0.614. (4) The binding affinity (normalized) is 0.152. The peptide sequence is DEINAIFEENEVDIS. The MHC is DRB1_0404 with pseudo-sequence DRB1_0404. (5) The peptide sequence is TAMDVVYALKRQGRT. The MHC is H-2-IAb with pseudo-sequence H-2-IAb. The binding affinity (normalized) is 0. (6) The peptide sequence is VTYALNTITNLKVQLKK. The MHC is HLA-DQA10501-DQB10303 with pseudo-sequence HLA-DQA10501-DQB10303. The binding affinity (normalized) is 0.265. (7) The binding affinity (normalized) is 0.250. The MHC is DRB1_1501 with pseudo-sequence DRB1_1501. The peptide sequence is VMAYVGIKLGDKG. (8) The peptide sequence is EKKYFAATQFEPLYA. The MHC is DRB1_0701 with pseudo-sequence DRB1_0701. The binding affinity (normalized) is 0.850. (9) The binding affinity (normalized) is 0.156. The peptide sequence is NLEIDMIVDTISDFR. The MHC is DRB1_1101 with pseudo-sequence DRB1_1101. (10) The peptide sequence is MRSPVFTDNSSPPVV. The MHC is DRB1_0101 with pseudo-sequence DRB1_0101. The binding affinity (normalized) is 0.262.